This data is from Catalyst prediction with 721,799 reactions and 888 catalyst types from USPTO. The task is: Predict which catalyst facilitates the given reaction. (1) Reactant: [NH2:1][C:2]1[N:7]=[C:6]([Cl:8])[C:5]([CH:9]=[O:10])=[C:4](Cl)[N:3]=1.CCN(C(C)C)C(C)C.[NH2:21][CH2:22][C:23]([NH:25][C:26]1[CH:31]=[CH:30][CH:29]=[C:28]([C:32]([F:35])([F:34])[F:33])[CH:27]=1)=[O:24]. Product: [NH2:1][C:2]1[N:3]=[C:4]([NH:21][CH2:22][C:23]([NH:25][C:26]2[CH:31]=[CH:30][CH:29]=[C:28]([C:32]([F:33])([F:34])[F:35])[CH:27]=2)=[O:24])[C:5]([CH:9]=[O:10])=[C:6]([Cl:8])[N:7]=1. The catalyst class is: 1. (2) Reactant: [CH:1]1([N:7]2[CH2:13][C:12]([F:15])([F:14])[C:11](=[O:16])[N:10]([CH3:17])[C:9]3[CH:18]=[N:19][C:20]([NH:22][C:23]4[CH:31]=[CH:30][C:26]([C:27](O)=[O:28])=[CH:25][C:24]=4[O:32][CH3:33])=[N:21][C:8]2=3)[CH2:6][CH2:5][CH2:4][CH2:3][CH2:2]1.[CH2:34]([N:36](CC)CC)C.F[P-](F)(F)(F)(F)F.CN(C(N(C)C)=[N+]1C2C(=NC=CC=2)[N+]([O-])=N1)C.Cl.CN. Product: [CH:1]1([N:7]2[CH2:13][C:12]([F:14])([F:15])[C:11](=[O:16])[N:10]([CH3:17])[C:9]3[CH:18]=[N:19][C:20]([NH:22][C:23]4[CH:31]=[CH:30][C:26]([C:27]([NH:36][CH3:34])=[O:28])=[CH:25][C:24]=4[O:32][CH3:33])=[N:21][C:8]2=3)[CH2:2][CH2:3][CH2:4][CH2:5][CH2:6]1. The catalyst class is: 434. (3) The catalyst class is: 1. Reactant: [CH3:1][N:2]1[C:11]2[C:6](=[CH:7][CH:8]=[C:9]([CH2:12]O)[CH:10]=2)[CH2:5][CH2:4][CH2:3]1.[NH:14]1[CH:18]=[C:17]([C:19]([O:21][CH2:22][CH3:23])=[O:20])[CH:16]=[N:15]1.C1(P(C2C=CC=CC=2)C2C=CC=CC=2)C=CC=CC=1.CCOC(/N=N/C(OCC)=O)=O.C1(C)C=CC=CC=1.C([O-])(O)=O.[Na+]. Product: [CH3:1][N:2]1[C:11]2[C:6](=[CH:7][CH:8]=[C:9]([CH2:12][N:14]3[CH:18]=[C:17]([C:19]([O:21][CH2:22][CH3:23])=[O:20])[CH:16]=[N:15]3)[CH:10]=2)[CH2:5][CH2:4][CH2:3]1. (4) Reactant: [H-].[Na+].C[C:4](P(OC)(O)=O)([C:6]([O-:8])=[O:7])[CH3:5].[C:14]([O:18][C:19]([NH:21][CH:22]([C:26]1[CH:31]=[CH:30][C:29]([O:32][C:33]2[CH:38]=[CH:37][C:36](C=O)=[CH:35][CH:34]=2)=[CH:28][CH:27]=1)[C:23]([OH:25])=[O:24])=[O:20])([CH3:17])([CH3:16])[CH3:15].[CH3:41]CCCCC. Product: [CH3:41][O:8][C:6](=[O:7])[CH:4]=[CH:5][C:36]1[CH:35]=[CH:34][C:33]([O:32][C:29]2[CH:30]=[CH:31][C:26]([CH:22]([NH:21][C:19]([O:18][C:14]([CH3:15])([CH3:17])[CH3:16])=[O:20])[C:23]([OH:25])=[O:24])=[CH:27][CH:28]=2)=[CH:38][CH:37]=1. The catalyst class is: 1. (5) Reactant: [C:1]([NH:5][C:6]1[C:7]([CH3:26])=[N:8][C:9]2[C:14]([N:15]=1)=[C:13]([C:16](=O)[CH2:17][C:18](=O)[C:19]([O:21][CH2:22][CH3:23])=[O:20])[CH:12]=[CH:11][CH:10]=2)([CH3:4])([CH3:3])[CH3:2].[NH2:27][NH2:28]. Product: [C:1]([NH:5][C:6]1[C:7]([CH3:26])=[N:8][C:9]2[C:14]([N:15]=1)=[C:13]([C:16]1[NH:28][N:27]=[C:18]([C:19]([O:21][CH2:22][CH3:23])=[O:20])[CH:17]=1)[CH:12]=[CH:11][CH:10]=2)([CH3:4])([CH3:3])[CH3:2]. The catalyst class is: 52.